From a dataset of NCI-60 drug combinations with 297,098 pairs across 59 cell lines. Regression. Given two drug SMILES strings and cell line genomic features, predict the synergy score measuring deviation from expected non-interaction effect. Drug 1: C1=CC=C(C=C1)NC(=O)CCCCCCC(=O)NO. Drug 2: C1CN(CCN1C(=O)CCBr)C(=O)CCBr. Cell line: NCI-H460. Synergy scores: CSS=62.4, Synergy_ZIP=0.720, Synergy_Bliss=3.62, Synergy_Loewe=4.78, Synergy_HSA=7.55.